From a dataset of Full USPTO retrosynthesis dataset with 1.9M reactions from patents (1976-2016). Predict the reactants needed to synthesize the given product. (1) Given the product [CH2:1]([O:3][C:4](=[O:21])[CH2:5][O:6][C:7]1[CH:8]=[N:9][C:10]([OH:13])=[CH:11][CH:12]=1)[CH3:2], predict the reactants needed to synthesize it. The reactants are: [CH2:1]([O:3][C:4](=[O:21])[CH2:5][O:6][C:7]1[CH:8]=[N:9][C:10]([O:13]CC2C=CC=CC=2)=[CH:11][CH:12]=1)[CH3:2]. (2) Given the product [NH2:1][C:2]1[C:11]([C:12]2[S:13][C:14]3[CH:20]=[CH:19][C:18]([NH:21][C:23]([NH:22][C:25]4[CH:30]=[CH:29][C:28]([CH3:31])=[CH:27][CH:26]=4)=[O:24])=[CH:17][C:15]=3[CH:16]=2)=[CH:10][C:5]([C:6]([O:8][CH3:9])=[O:7])=[CH:4][N:3]=1, predict the reactants needed to synthesize it. The reactants are: [NH2:1][C:2]1[C:11]([C:12]2[S:13][C:14]3[CH:20]=[CH:19][C:18]([NH2:21])=[CH:17][C:15]=3[CH:16]=2)=[CH:10][C:5]([C:6]([O:8][CH3:9])=[O:7])=[CH:4][N:3]=1.[N:22]([C:25]1[CH:30]=[CH:29][C:28]([CH3:31])=[CH:27][CH:26]=1)=[C:23]=[O:24]. (3) Given the product [C:38]([N:27]1[CH:28]([CH3:32])[CH2:29][N:30]([C:9]2[CH:8]=[C:7]([N:6]3[C:2]([NH2:1])=[N:3][C:4]([NH:14][C:15]4[CH:20]=[CH:19][C:18]([NH:21][C:22](=[O:24])[CH3:23])=[CH:17][CH:16]=4)=[N:5]3)[CH:12]=[CH:11][N:10]=2)[CH2:31][CH:26]1[CH3:25])(=[O:39])[CH3:37], predict the reactants needed to synthesize it. The reactants are: [NH2:1][C:2]1[N:6]([C:7]2[CH:12]=[CH:11][N:10]=[C:9](Cl)[CH:8]=2)[N:5]=[C:4]([NH:14][C:15]2[CH:20]=[CH:19][C:18]([NH:21][C:22](=[O:24])[CH3:23])=[CH:17][CH:16]=2)[N:3]=1.[CH3:25][C@H:26]1[CH2:31][NH:30][CH2:29][C@@H:28]([CH3:32])[NH:27]1.CN1[C:38](=[O:39])[CH2:37]CC1. (4) Given the product [CH2:1]([N:8]([C:28]([O:27][C:23]([CH3:26])([CH3:25])[CH3:24])=[O:29])[C@@H:9]([CH3:15])[C:10]([O:12][CH2:13][CH3:14])=[O:11])[C:2]1[CH:7]=[CH:6][CH:5]=[CH:4][CH:3]=1, predict the reactants needed to synthesize it. The reactants are: [CH2:1]([NH:8][C@@H:9]([CH3:15])[C:10]([O:12][CH2:13][CH3:14])=[O:11])[C:2]1[CH:7]=[CH:6][CH:5]=[CH:4][CH:3]=1.C(N(CC)CC)C.[C:23]([O:27][C:28](O[C:28]([O:27][C:23]([CH3:26])([CH3:25])[CH3:24])=[O:29])=[O:29])([CH3:26])([CH3:25])[CH3:24]. (5) Given the product [Cl:33][C:30]1[CH:29]=[CH:28][C:27]([CH:11]2[C:12]3[C:17](=[CH:16][C:15]([O:21][CH3:22])=[C:14]([O:23][CH:24]([CH3:26])[CH3:25])[CH:13]=3)[CH2:18][C:19](=[O:20])[N:10]2[CH:7]2[CH2:6][CH2:5][CH:4]([C:1]([OH:3])([CH3:34])[CH3:2])[CH2:9][CH2:8]2)=[CH:32][CH:31]=1, predict the reactants needed to synthesize it. The reactants are: [C:1]([CH:4]1[CH2:9][CH2:8][CH:7]([N:10]2[C:19](=[O:20])[CH2:18][C:17]3[C:12](=[CH:13][C:14]([O:23][CH:24]([CH3:26])[CH3:25])=[C:15]([O:21][CH3:22])[CH:16]=3)[CH:11]2[C:27]2[CH:32]=[CH:31][C:30]([Cl:33])=[CH:29][CH:28]=2)[CH2:6][CH2:5]1)(=[O:3])[CH3:2].[CH3:34][Mg]Br. (6) Given the product [C:13]([O:17][C:18]([NH:20][C@@H:21]([CH2:30][CH2:31][CH2:32][CH2:33][NH:34][C:35]([O:37][C:38]([CH3:41])([CH3:40])[CH3:39])=[O:36])[C:22]([NH:24][CH2:25][CH2:26][C:27]([O:29][CH3:2])=[O:28])=[O:23])=[O:19])([CH3:16])([CH3:15])[CH3:14], predict the reactants needed to synthesize it. The reactants are: Cl.[CH:2]1C=CC2N(O)N=NC=2C=1.O.[C:13]([O:17][C:18]([NH:20][C@@H:21]([CH2:30][CH2:31][CH2:32][CH2:33][NH:34][C:35]([O:37][C:38]([CH3:41])([CH3:40])[CH3:39])=[O:36])[C:22]([NH:24][CH2:25][CH2:26][C:27]([OH:29])=[O:28])=[O:23])=[O:19])([CH3:16])([CH3:15])[CH3:14]. (7) Given the product [F:1][C:2]1[CH:3]=[CH:4][C:5]([O:25][CH3:26])=[C:6]([CH:24]=1)[CH2:7][N:8]([CH3:23])[C:9](=[O:22])[CH2:10][CH2:11][CH2:12][S:13]([C:14]1[CH:15]=[CH:16][C:17]([O:20][CH3:21])=[CH:18][CH:19]=1)=[O:35], predict the reactants needed to synthesize it. The reactants are: [F:1][C:2]1[CH:3]=[CH:4][C:5]([O:25][CH3:26])=[C:6]([CH:24]=1)[CH2:7][N:8]([CH3:23])[C:9](=[O:22])[CH2:10][CH2:11][CH2:12][S:13][C:14]1[CH:19]=[CH:18][C:17]([O:20][CH3:21])=[CH:16][CH:15]=1.ClC1C=CC=C(C(OO)=[O:35])C=1.C([O-])(O)=O.[Na+].